This data is from NCI-60 drug combinations with 297,098 pairs across 59 cell lines. The task is: Regression. Given two drug SMILES strings and cell line genomic features, predict the synergy score measuring deviation from expected non-interaction effect. Drug 1: C1CN1C2=NC(=NC(=N2)N3CC3)N4CC4. Drug 2: CC1C(C(CC(O1)OC2CC(CC3=C2C(=C4C(=C3O)C(=O)C5=C(C4=O)C(=CC=C5)OC)O)(C(=O)CO)O)N)O.Cl. Cell line: UO-31. Synergy scores: CSS=48.3, Synergy_ZIP=-7.31, Synergy_Bliss=-0.746, Synergy_Loewe=0.371, Synergy_HSA=1.76.